Dataset: Forward reaction prediction with 1.9M reactions from USPTO patents (1976-2016). Task: Predict the product of the given reaction. (1) Given the reactants F[C:2]1[CH:7]=[CH:6][C:5]([N+:8]([O-])=O)=[CH:4][CH:3]=1.[CH3:11][N:12]1[CH2:17][CH2:16]N[CH2:14][CH2:13]1.[C:18]([O-])([O-])=O.[K+].[K+], predict the reaction product. The product is: [N:12]1([CH2:11][C:2]2[CH:7]=[CH:6][C:5]([NH2:8])=[CH:4][CH:3]=2)[CH2:17][CH2:16][CH2:18][CH2:14][CH2:13]1. (2) Given the reactants [C:1]([C:3]1[CH:11]=[CH:10][C:6]([C:7]([OH:9])=O)=[CH:5][C:4]=1[CH3:12])#[N:2].[CH2:13]([N:15]1[C:21]2[CH:22]=[CH:23][CH:24]=[CH:25][C:20]=2[NH:19][CH2:18][CH2:17][CH2:16]1)[CH3:14], predict the reaction product. The product is: [C:1]([C:3]1[CH:11]=[CH:10][C:6]([C:7]([N:19]2[C:20]3[CH:25]=[CH:24][CH:23]=[CH:22][C:21]=3[N:15]([CH2:13][CH3:14])[CH2:16][CH2:17][CH2:18]2)=[O:9])=[CH:5][C:4]=1[CH3:12])#[N:2]. (3) Given the reactants [CH3:1][N:2]([C:4](=O)[C:5]1[CH:10]=[CH:9][CH:8]=[CH:7][CH:6]=1)[NH2:3].C1C=CC(P2([Se]P(C3C=CC=CC=3)(=[Se])[Se]2)=[Se:19])=CC=1, predict the reaction product. The product is: [CH3:1][N:2]([C:4](=[Se:19])[C:5]1[CH:10]=[CH:9][CH:8]=[CH:7][CH:6]=1)[NH2:3]. (4) Given the reactants [CH3:1][O:2][C:3]1[CH:17]=[CH:16][C:6]([CH2:7][N:8]2[N:12]=[N:11][C:10]([C:13]([OH:15])=O)=[N:9]2)=[CH:5][CH:4]=1.CN(C(ON1N=NC2C=CC=NC1=2)=[N+](C)C)C.F[P-](F)(F)(F)(F)F.Cl.[CH2:43]([O:45][C:46](=[O:66])[C@@H:47]([CH3:65])[CH2:48][CH:49]([NH2:64])[CH2:50][C:51]1[CH:56]=[CH:55][C:54]([C:57]2[CH:62]=[CH:61][CH:60]=[C:59]([Cl:63])[CH:58]=2)=[CH:53][CH:52]=1)[CH3:44], predict the reaction product. The product is: [CH2:43]([O:45][C:46](=[O:66])[C@@H:47]([CH3:65])[CH2:48][CH:49]([NH:64][C:13]([C:10]1[N:11]=[N:12][N:8]([CH2:7][C:6]2[CH:5]=[CH:4][C:3]([O:2][CH3:1])=[CH:17][CH:16]=2)[N:9]=1)=[O:15])[CH2:50][C:51]1[CH:56]=[CH:55][C:54]([C:57]2[CH:62]=[CH:61][CH:60]=[C:59]([Cl:63])[CH:58]=2)=[CH:53][CH:52]=1)[CH3:44]. (5) Given the reactants Cl[CH2:2][C:3]1[C:8]([C:9]([F:12])([F:11])[F:10])=[CH:7][CH:6]=[CH:5][N:4]=1.BrCC1OC(C(F)(F)F)=CC=1.[F:24][C:25]1[C:30]([C:31]#[N:32])=[CH:29][C:28]2[C:33]3([CH2:43][O:44][C:27]=2[CH:26]=1)[C:41]1[C:36](=[CH:37][CH:38]=[CH:39][CH:40]=1)[NH:35][C:34]3=[O:42].CC1C2C=C3C4(C5C(=CC=CC=5)NC4=O)COC3=CC=2ON=1, predict the reaction product. The product is: [F:24][C:25]1[C:30]([C:31]#[N:32])=[CH:29][C:28]2[C:33]3([CH2:43][O:44][C:27]=2[CH:26]=1)[C:41]1[C:36](=[CH:37][CH:38]=[CH:39][CH:40]=1)[N:35]([CH2:2][C:3]1[C:8]([C:9]([F:12])([F:11])[F:10])=[CH:7][CH:6]=[CH:5][N:4]=1)[C:34]3=[O:42].